From a dataset of Forward reaction prediction with 1.9M reactions from USPTO patents (1976-2016). Predict the product of the given reaction. The product is: [C:9]([O:8][CH2:7][CH:6]([N:15]([CH3:14])[CH2:16][C:17]([O:19][C:20]([CH3:23])([CH3:22])[CH3:21])=[O:18])[CH2:5][O:4][C:1](=[O:3])[CH3:2])(=[O:11])[CH3:10]. Given the reactants [C:1]([O:4][CH2:5][C:6](=O)[CH2:7][O:8][C:9](=[O:11])[CH3:10])(=[O:3])[CH3:2].Cl.[CH3:14][NH:15][CH2:16][C:17]([O:19][C:20]([CH3:23])([CH3:22])[CH3:21])=[O:18].C(O[BH-](OC(=O)C)OC(=O)C)(=O)C.[Na+].CCCCCCC, predict the reaction product.